This data is from Catalyst prediction with 721,799 reactions and 888 catalyst types from USPTO. The task is: Predict which catalyst facilitates the given reaction. (1) Reactant: [CH3:1][C:2]1[C:3]([C:24]2[CH:29]=[CH:28][CH:27]=[C:26]([C:30]([F:33])([F:32])[F:31])[CH:25]=2)=[N:4][C:5]2[C:10]([C:11]=1[C:12]([O:14][CH3:15])=[O:13])=[CH:9][C:8]([S:16]([CH3:19])(=[O:18])=[O:17])=[C:7]([O:20][CH:21]([CH3:23])[CH3:22])[CH:6]=2.C1C(=O)N([Br:41])C(=O)C1. Product: [Br:41][CH2:1][C:2]1[C:3]([C:24]2[CH:29]=[CH:28][CH:27]=[C:26]([C:30]([F:33])([F:32])[F:31])[CH:25]=2)=[N:4][C:5]2[C:10]([C:11]=1[C:12]([O:14][CH3:15])=[O:13])=[CH:9][C:8]([S:16]([CH3:19])(=[O:18])=[O:17])=[C:7]([O:20][CH:21]([CH3:23])[CH3:22])[CH:6]=2. The catalyst class is: 53. (2) Reactant: [O-:1][C:2]#[N:3].[K+].C(O)(=O)C.[CH3:9][C:10]1[CH:15]=[C:14]([NH:16][C:17]2[CH:22]=[C:21]([C:23]([F:26])([F:25])[F:24])[CH:20]=[CH:19][N:18]=2)[N:13]=[C:12]([C:27]2[CH:28]=[N:29][C:30]([NH:33][CH:34]3[CH2:39][CH2:38][NH:37][CH2:36][CH2:35]3)=[CH:31][CH:32]=2)[CH:11]=1. Product: [CH3:9][C:10]1[CH:15]=[C:14]([NH:16][C:17]2[CH:22]=[C:21]([C:23]([F:25])([F:26])[F:24])[CH:20]=[CH:19][N:18]=2)[N:13]=[C:12]([C:27]2[CH:28]=[N:29][C:30]([NH:33][CH:34]3[CH2:39][CH2:38][N:37]([C:2]([NH2:3])=[O:1])[CH2:36][CH2:35]3)=[CH:31][CH:32]=2)[CH:11]=1. The catalyst class is: 1. (3) Reactant: C([Si](C)(C)[N:6]1[C:10]2=[N:11][CH:12]=[C:13]([S:15][CH2:16][CH3:17])[CH:14]=[C:9]2[CH:8]=[CH:7]1)(C)(C)C.[F-].C([N+](CCCC)(CCCC)CCCC)CCC.O1CCCC1. Product: [CH2:16]([S:15][C:13]1[CH:14]=[C:9]2[CH:8]=[CH:7][NH:6][C:10]2=[N:11][CH:12]=1)[CH3:17]. The catalyst class is: 170. (4) Reactant: C(=O)([O-])[O-].[K+].[K+].I[CH2:8][CH3:9].[Br:10][C:11]1[CH:16]=[CH:15][C:14]([OH:17])=[C:13]([CH2:18][CH3:19])[CH:12]=1. Product: [Br:10][C:11]1[CH:16]=[CH:15][C:14]([O:17][CH2:8][CH3:9])=[C:13]([CH2:18][CH3:19])[CH:12]=1. The catalyst class is: 3. (5) Reactant: C(OCC)(=O)C.[F:7][C:8]([F:19])([F:18])[C:9]1[CH:17]=[CH:16][C:12]([C:13](O)=O)=[CH:11][N:10]=1.C1C=CC(P([N:34]=[N+:35]=[N-:36])(C2C=CC=CC=2)=O)=CC=1. Product: [F:7][C:8]([F:19])([F:18])[C:9]1[CH:17]=[CH:16][C:12]([CH2:13][N:34]=[N+:35]=[N-:36])=[CH:11][N:10]=1. The catalyst class is: 66. (6) Reactant: [CH3:1][S-:2].[Na+].CS(O[CH2:9][C:10]1[CH:15]=[CH:14][C:13]([Br:16])=[C:12]([Cl:17])[CH:11]=1)(=O)=O. Product: [Br:16][C:13]1[CH:14]=[CH:15][C:10]([CH2:9][S:2][CH3:1])=[CH:11][C:12]=1[Cl:17]. The catalyst class is: 387.